Regression. Given two drug SMILES strings and cell line genomic features, predict the synergy score measuring deviation from expected non-interaction effect. From a dataset of NCI-60 drug combinations with 297,098 pairs across 59 cell lines. (1) Drug 1: CCC(=C(C1=CC=CC=C1)C2=CC=C(C=C2)OCCN(C)C)C3=CC=CC=C3.C(C(=O)O)C(CC(=O)O)(C(=O)O)O. Drug 2: CN(C(=O)NC(C=O)C(C(C(CO)O)O)O)N=O. Cell line: CAKI-1. Synergy scores: CSS=5.64, Synergy_ZIP=1.44, Synergy_Bliss=5.05, Synergy_Loewe=3.55, Synergy_HSA=4.06. (2) Drug 1: C1=CC(=CC=C1CC(C(=O)O)N)N(CCCl)CCCl.Cl. Drug 2: C#CCC(CC1=CN=C2C(=N1)C(=NC(=N2)N)N)C3=CC=C(C=C3)C(=O)NC(CCC(=O)O)C(=O)O. Cell line: NCI-H322M. Synergy scores: CSS=1.27, Synergy_ZIP=1.98, Synergy_Bliss=5.94, Synergy_Loewe=2.07, Synergy_HSA=2.07. (3) Drug 1: CC1OCC2C(O1)C(C(C(O2)OC3C4COC(=O)C4C(C5=CC6=C(C=C35)OCO6)C7=CC(=C(C(=C7)OC)O)OC)O)O. Drug 2: CS(=O)(=O)OCCCCOS(=O)(=O)C. Cell line: HCT116. Synergy scores: CSS=62.7, Synergy_ZIP=-3.73, Synergy_Bliss=-1.80, Synergy_Loewe=-20.2, Synergy_HSA=1.44. (4) Drug 1: C1=CC(=C2C(=C1NCCNCCO)C(=O)C3=C(C=CC(=C3C2=O)O)O)NCCNCCO. Drug 2: CC(C)NC(=O)C1=CC=C(C=C1)CNNC.Cl. Cell line: U251. Synergy scores: CSS=51.3, Synergy_ZIP=4.39, Synergy_Bliss=3.83, Synergy_Loewe=-34.2, Synergy_HSA=3.51.